This data is from Catalyst prediction with 721,799 reactions and 888 catalyst types from USPTO. The task is: Predict which catalyst facilitates the given reaction. Reactant: [C:1]([NH:9][CH2:10][CH:11]1[CH2:16][CH2:15][CH2:14][CH:13]([N:17]2[C:26]3[CH:25]=[CH:24][CH:23]=[C:22]([C:27](O)=[O:28])[C:21]=3[C:20]3=[N:30][O:31][C:32]([CH3:33])=[C:19]3[C:18]2=[O:34])[CH2:12]1)(=[O:8])[C:2]1[CH:7]=[CH:6][CH:5]=[CH:4][CH:3]=1.CC[N:37]=C=NCCCN(C)C.C1C=CC2N(O)N=NC=2C=1.[NH4+].[Cl-].C(NC(C)C)(C)C. Product: [C:1]([NH:9][CH2:10][CH:11]1[CH2:16][CH2:15][CH2:14][CH:13]([N:17]2[C:26]3[CH:25]=[CH:24][CH:23]=[C:22]([C:27]([NH2:37])=[O:28])[C:21]=3[C:20]3=[N:30][O:31][C:32]([CH3:33])=[C:19]3[C:18]2=[O:34])[CH2:12]1)(=[O:8])[C:2]1[CH:7]=[CH:6][CH:5]=[CH:4][CH:3]=1. The catalyst class is: 31.